This data is from Forward reaction prediction with 1.9M reactions from USPTO patents (1976-2016). The task is: Predict the product of the given reaction. (1) Given the reactants Cl[C:2]1[N:10]=[C:9]2[C:5]([N:6]=[CH:7][NH:8]2)=[C:4]([C:11]([N:13]2[CH2:18][CH2:17][O:16][CH2:15][CH2:14]2)=[O:12])[N:3]=1.[CH3:19][O:20][C:21]1[CH:26]=[C:25]([N:27]2[CH2:32][CH2:31][O:30][CH2:29][CH2:28]2)[CH:24]=[CH:23][C:22]=1[NH2:33].C([O-])(=O)C.[Na+], predict the reaction product. The product is: [CH3:19][O:20][C:21]1[CH:26]=[C:25]([N:27]2[CH2:28][CH2:29][O:30][CH2:31][CH2:32]2)[CH:24]=[CH:23][C:22]=1[NH:33][C:2]1[N:10]=[C:9]2[C:5]([N:6]=[CH:7][NH:8]2)=[C:4]([C:11]([N:13]2[CH2:18][CH2:17][O:16][CH2:15][CH2:14]2)=[O:12])[N:3]=1. (2) Given the reactants [CH:1]1([CH2:4][O:5][C:6]2[CH:11]=[CH:10][C:9]([C:12](=[O:14])[CH3:13])=[C:8]([CH3:15])[CH:7]=2)[CH2:3][CH2:2]1.[Br:16]N1C(=O)CCC1=O.O, predict the reaction product. The product is: [Br:16][C:11]1[C:6]([O:5][CH2:4][CH:1]2[CH2:2][CH2:3]2)=[CH:7][C:8]([CH3:15])=[C:9]([C:12](=[O:14])[CH3:13])[CH:10]=1.